This data is from Full USPTO retrosynthesis dataset with 1.9M reactions from patents (1976-2016). The task is: Predict the reactants needed to synthesize the given product. Given the product [C:1]12([NH:11][CH2:16][C:15]3[CH:18]=[CH:19][C:20]([OH:21])=[C:13]([Cl:12])[CH:14]=3)[CH2:8][CH:7]3[CH2:6][CH:5]([CH2:4][CH:3]([CH2:9]3)[CH2:2]1)[CH2:10]2, predict the reactants needed to synthesize it. The reactants are: [C:1]12([NH2:11])[CH2:10][CH:5]3[CH2:6][CH:7]([CH2:9][CH:3]([CH2:4]3)[CH2:2]1)[CH2:8]2.[Cl:12][C:13]1[CH:14]=[C:15]([CH:18]=[CH:19][C:20]=1[OH:21])[CH:16]=O.